Dataset: Full USPTO retrosynthesis dataset with 1.9M reactions from patents (1976-2016). Task: Predict the reactants needed to synthesize the given product. (1) Given the product [F:25][C:4]1[CH:5]=[C:6]([C:8]2[N:12]3[CH:13]=[C:14]([NH:17][CH:18]4[CH2:23][CH2:22][CH2:21][CH:20]([OH:24])[CH2:19]4)[CH:15]=[CH:16][C:11]3=[N:10][CH:9]=2)[CH:7]=[C:2]([C:28]2[CH:29]=[CH:30][O:26][CH:27]=2)[N:3]=1, predict the reactants needed to synthesize it. The reactants are: Cl[C:2]1[CH:7]=[C:6]([C:8]2[N:12]3[CH:13]=[C:14]([NH:17][CH:18]4[CH2:23][CH2:22][CH2:21][CH:20]([OH:24])[CH2:19]4)[CH:15]=[CH:16][C:11]3=[N:10][CH:9]=2)[CH:5]=[C:4]([F:25])[N:3]=1.[O:26]1[CH:30]=[CH:29][C:28](B(O)O)=[CH:27]1. (2) Given the product [F:1][C:2]1[CH:3]=[C:4]([C:9]2[C:10]([C:17]#[N:18])=[CH:11][C:12]([O:15][CH3:16])=[C:13]([I:22])[CH:14]=2)[CH:5]=[C:6]([F:8])[CH:7]=1, predict the reactants needed to synthesize it. The reactants are: [F:1][C:2]1[CH:3]=[C:4]([C:9]2[C:10]([C:17]#[N:18])=[CH:11][C:12]([O:15][CH3:16])=[CH:13][CH:14]=2)[CH:5]=[C:6]([F:8])[CH:7]=1.C(#N)C.[I:22]I.[B-](F)(F)(F)F.[B-](F)(F)(F)F.C1[N+]2(CCl)CC[N+](F)(CC2)C1. (3) Given the product [NH2:24][C@@H:21]1[CH2:22][CH2:23][N:19]([C:5]2[C:4]3[C:9](=[CH:10][CH:11]=[C:2]([F:1])[CH:3]=3)[N:8]=[C:7]([C:12]3[CH:17]=[CH:16][CH:15]=[CH:14][C:13]=3[OH:18])[N:6]=2)[CH2:20]1, predict the reactants needed to synthesize it. The reactants are: [F:1][C:2]1[CH:3]=[C:4]2[C:9](=[CH:10][CH:11]=1)[N:8]=[C:7]([C:12]1[CH:17]=[CH:16][CH:15]=[CH:14][C:13]=1[OH:18])[N:6]=[C:5]2[N:19]1[CH2:23][CH2:22][C@@H:21]([NH:24]C(=O)OC(C)(C)C)[CH2:20]1.C(O)(C(F)(F)F)=O.C([O-])(O)=O.[Na+]. (4) Given the product [C:1]([C:4]1[CH:5]=[C:6]2[C:10](=[CH:11][CH:12]=1)[NH:9][C:8](=[O:13])[C:7]2=[CH:24][C:16]1[NH:17][C:18]2[C:23]([C:15]=1[CH3:14])=[CH:22][CH:21]=[CH:20][CH:19]=2)(=[O:3])[CH3:2], predict the reactants needed to synthesize it. The reactants are: [C:1]([C:4]1[CH:5]=[C:6]2[C:10](=[CH:11][CH:12]=1)[NH:9][C:8](=[O:13])[CH2:7]2)(=[O:3])[CH3:2].[CH3:14][C:15]1[C:23]2[C:18](=[CH:19][CH:20]=[CH:21][CH:22]=2)[NH:17][C:16]=1[CH:24]=O.N1CCCCC1. (5) Given the product [CH3:1][O:2][C:3]1[CH:4]=[C:5]2[C:10](=[CH:11][C:12]=1[O:13][CH3:14])[N:9]=[CH:8][CH:7]=[C:6]2[O:15][C:16]1[C:22]([CH3:23])=[CH:21][C:19]([NH:20][C:40](=[O:42])[O:61][CH:57]([C:51]2[CH:56]=[CH:55][CH:54]=[CH:53][CH:52]=2)[CH2:58][CH2:59][CH3:60])=[C:18]([CH3:24])[CH:17]=1, predict the reactants needed to synthesize it. The reactants are: [CH3:1][O:2][C:3]1[CH:4]=[C:5]2[C:10](=[CH:11][C:12]=1[O:13][CH3:14])[N:9]=[CH:8][CH:7]=[C:6]2[O:15][C:16]1[C:22]([CH3:23])=[CH:21][C:19]([NH2:20])=[C:18]([CH3:24])[CH:17]=1.C1(C)C=CC=CC=1.C(N(CC)CC)C.Cl[C:40](Cl)([O:42]C(=O)OC(Cl)(Cl)Cl)Cl.[C:51]1([CH:57]([OH:61])[CH2:58][CH2:59][CH3:60])[CH:56]=[CH:55][CH:54]=[CH:53][CH:52]=1. (6) Given the product [C:15]([O:19][C:20]([N:22]1[C@@H:27]([C@@H:28]([OH:40])[C@@H:29]([NH:39][C:8](=[O:10])[CH3:9])[CH2:30][C:31]2[CH:32]=[C:33]([F:38])[CH:34]=[C:35]([F:37])[CH:36]=2)[CH2:26][O:25][C@H:24]([O:41][CH2:42][CH3:43])[CH2:23]1)=[O:21])([CH3:17])([CH3:18])[CH3:16], predict the reactants needed to synthesize it. The reactants are: C(N(CC)CC)C.[C:8](OC(=O)C)(=[O:10])[CH3:9].[C:15]([O:19][C:20]([N:22]1[CH:27]([C@@H:28]([OH:40])[C@@H:29]([NH2:39])[CH2:30][C:31]2[CH:36]=[C:35]([F:37])[CH:34]=[C:33]([F:38])[CH:32]=2)[CH2:26][O:25][CH:24]([O:41][CH2:42][CH3:43])[CH2:23]1)=[O:21])([CH3:18])([CH3:17])[CH3:16]. (7) The reactants are: [NH2:1][CH2:2][C:3]1[CH:4]=[C:5](B(O)O)[CH:6]=[C:7]([CH3:9])[CH:8]=1.C([O-])([O-])=O.[Na+].[Na+].Br[C:20]1[CH:21]=[C:22]([C:26]2[CH:31]=[C:30]([NH:32][CH2:33][CH3:34])[N:29]=[C:28]([C:35]3[CH:40]=[CH:39][CH:38]=[CH:37][N:36]=3)[CH:27]=2)[CH:23]=[N:24][CH:25]=1. Given the product [NH2:1][CH2:2][C:3]1[CH:4]=[C:5]([C:20]2[CH:21]=[C:22]([C:26]3[CH:31]=[C:30]([NH:32][CH2:33][CH3:34])[N:29]=[C:28]([C:35]4[CH:40]=[CH:39][CH:38]=[CH:37][N:36]=4)[CH:27]=3)[CH:23]=[N:24][CH:25]=2)[CH:6]=[C:7]([CH3:9])[CH:8]=1, predict the reactants needed to synthesize it. (8) Given the product [Cl:1][C:2]1[N:3]=[C:4]([C:17]2[CH2:22][CH2:21][O:20][CH2:19][CH:18]=2)[C:5]2[S:10][CH:9]=[CH:8][C:6]=2[N:7]=1, predict the reactants needed to synthesize it. The reactants are: [Cl:1][C:2]1[N:3]=[C:4](Cl)[C:5]2[S:10][CH:9]=[CH:8][C:6]=2[N:7]=1.C([Sn](CCCC)(CCCC)[C:17]1[CH2:18][CH2:19][O:20][CH2:21][CH:22]=1)CCC. (9) Given the product [CH3:33][C:25]1[CH:24]=[C:23]([C:10]2[C:11]3[CH:19]=[C:18]4[O:20][CH2:21][O:22][C:17]4=[CH:16][C:12]=3[CH2:13][C@@H:14]([CH3:15])[NH:8][N:9]=2)[CH:28]=[C:27]([CH3:29])[C:26]=1[N+:30]([O-:32])=[O:31], predict the reactants needed to synthesize it. The reactants are: C(OC([N:8]1[C@H:14]([CH3:15])[CH2:13][C:12]2[CH:16]=[C:17]3[O:22][CH2:21][O:20][C:18]3=[CH:19][C:11]=2[C:10]([C:23]2[CH:28]=[C:27]([CH3:29])[C:26]([N+:30]([O-:32])=[O:31])=[C:25]([CH3:33])[CH:24]=2)=[N:9]1)=O)(C)(C)C.